From a dataset of Reaction yield outcomes from USPTO patents with 853,638 reactions. Predict the reaction yield, written as a fraction of the theoretical maximum amount of product (1.0 means a 100% yield; for example, 0.34 means a 34% yield). (1) The catalyst is O1CCOCC1.O.C1C=CC([P]([Pd]([P](C2C=CC=CC=2)(C2C=CC=CC=2)C2C=CC=CC=2)([P](C2C=CC=CC=2)(C2C=CC=CC=2)C2C=CC=CC=2)[P](C2C=CC=CC=2)(C2C=CC=CC=2)C2C=CC=CC=2)(C2C=CC=CC=2)C2C=CC=CC=2)=CC=1. The reactants are Cl[C:2]1[CH:7]=[C:6]([O:8][C:9]2[C:10]([CH2:18][CH3:19])=[N:11][C:12]([N+:15]([O-:17])=[O:16])=[CH:13][CH:14]=2)[CH:5]=[CH:4][N:3]=1.[CH3:20][N:21]1[CH:25]=[C:24](B2OC(C)(C)C(C)(C)O2)[CH:23]=[N:22]1.C([O-])([O-])=O.[K+].[K+].CCOC(C)=O. The product is [CH2:18]([C:10]1[C:9]([O:8][C:6]2[CH:5]=[CH:4][N:3]=[C:2]([C:24]3[CH:23]=[N:22][N:21]([CH3:20])[CH:25]=3)[CH:7]=2)=[CH:14][CH:13]=[C:12]([N+:15]([O-:17])=[O:16])[N:11]=1)[CH3:19]. The yield is 1.00. (2) The reactants are [Cl:1][C:2]1[S:6][C:5]([CH:7]([N:9]=[N+]=[N-])[CH3:8])=[CH:4][CH:3]=1.C1(P(C2C=CC=CC=2)C2C=CC=CC=2)C=CC=CC=1. The catalyst is C1COCC1.O. The product is [Cl:1][C:2]1[S:6][C:5]([CH:7]([NH2:9])[CH3:8])=[CH:4][CH:3]=1. The yield is 0.750.